Task: Regression. Given a peptide amino acid sequence and an MHC pseudo amino acid sequence, predict their binding affinity value. This is MHC class I binding data.. Dataset: Peptide-MHC class I binding affinity with 185,985 pairs from IEDB/IMGT (1) The peptide sequence is HSGFIYFGK. The MHC is HLA-A68:02 with pseudo-sequence HLA-A68:02. The binding affinity (normalized) is 0.0847. (2) The peptide sequence is RDNRTIISL. The MHC is Mamu-B1001 with pseudo-sequence Mamu-B1001. The binding affinity (normalized) is 0.152.